From a dataset of Forward reaction prediction with 1.9M reactions from USPTO patents (1976-2016). Predict the product of the given reaction. (1) The product is: [C:1]([O:5][C:6]([N:8]1[CH2:12][C@@H:11]([O:13][C:14]2[CH:15]=[CH:16][CH:17]=[CH:18][CH:19]=2)[CH2:10][C@H:9]1[CH2:20][OH:21])=[O:7])([CH3:4])([CH3:3])[CH3:2]. Given the reactants [C:1]([O:5][C:6]([N:8]1[CH2:12][C@@H:11]([O:13][C:14]2[CH:19]=[CH:18][CH:17]=[CH:16][CH:15]=2)[CH2:10][C@H:9]1[C:20](O)=[O:21])=[O:7])([CH3:4])([CH3:3])[CH3:2], predict the reaction product. (2) Given the reactants [C:1]([C:9]1[CH:17]=[CH:16][C:12]([C:13]([OH:15])=[O:14])=[CH:11][CH:10]=1)(=O)[C:2]1[CH:7]=[CH:6][CH:5]=[CH:4][CH:3]=1.[OH-].[Na+].O.NN, predict the reaction product. The product is: [C:2]1([CH2:1][C:9]2[CH:10]=[CH:11][C:12]([C:13]([OH:15])=[O:14])=[CH:16][CH:17]=2)[CH:3]=[CH:4][CH:5]=[CH:6][CH:7]=1. (3) Given the reactants [CH3:1][O:2][C:3]([C:5]1[S:14][C:8]2[N:9]=[CH:10][N:11]=[C:12](Cl)[C:7]=2[C:6]=1[CH3:15])=[O:4].[F:16][C:17]1[CH:23]=[CH:22][C:20]([NH2:21])=[C:19]([O:24][C@H:25]2[CH2:30][CH2:29][CH2:28][O:27][CH2:26]2)[CH:18]=1, predict the reaction product. The product is: [CH3:1][O:2][C:3]([C:5]1[S:14][C:8]2[N:9]=[CH:10][N:11]=[C:12]([NH:21][C:20]3[CH:22]=[CH:23][C:17]([F:16])=[CH:18][C:19]=3[O:24][C@H:25]3[CH2:30][CH2:29][CH2:28][O:27][CH2:26]3)[C:7]=2[C:6]=1[CH3:15])=[O:4]. (4) Given the reactants [CH3:1][O:2][C:3]([O:19][CH3:20])([C:13]1[CH:18]=[CH:17][N:16]=[CH:15][CH:14]=1)[CH:4]([C:6]1[CH:11]=[CH:10][C:9]([F:12])=[CH:8][CH:7]=1)[NH2:5].[C:21]1([CH2:27][CH2:28][CH2:29][NH:30][C:31](N2C=CN=C2)=[O:32])[CH:26]=[CH:25][CH:24]=[CH:23][CH:22]=1, predict the reaction product. The product is: [C:21]1([CH2:27][CH2:28][CH2:29][NH:30][C:31]([NH:5][CH:4]([C:6]2[CH:7]=[CH:8][C:9]([F:12])=[CH:10][CH:11]=2)[C:3]([O:2][CH3:1])([O:19][CH3:20])[C:13]2[CH:18]=[CH:17][N:16]=[CH:15][CH:14]=2)=[O:32])[CH:26]=[CH:25][CH:24]=[CH:23][CH:22]=1. (5) Given the reactants [F:1][C:2]1[CH:3]=[C:4]([N:22]([C:31]2[CH:36]=[CH:35][CH:34]=[CH:33][CH:32]=2)[C:23]([C:25]2([C:28]([NH2:30])=[O:29])[CH2:27][CH2:26]2)=[O:24])[CH:5]=[CH:6][C:7]=1[O:8][C:9]1[C:18]2[C:13](=[CH:14][C:15]([OH:21])=[C:16]([O:19][CH3:20])[CH:17]=2)[N:12]=[CH:11][CH:10]=1.CS(O[CH2:42][CH2:43][CH2:44][N:45]1[CH2:51][CH:50]([OH:52])[C:47]2([CH2:49][CH2:48]2)[CH2:46]1)(=O)=O.C([O-])([O-])=O.[Cs+].[Cs+], predict the reaction product. The product is: [OH:52][CH:50]1[C:47]2([CH2:49][CH2:48]2)[CH2:46][N:45]([CH2:44][CH2:43][CH2:42][O:21][C:15]2[CH:14]=[C:13]3[C:18]([C:9]([O:8][C:7]4[CH:6]=[CH:5][C:4]([N:22]([C:31]5[CH:36]=[CH:35][CH:34]=[CH:33][CH:32]=5)[C:23]([C:25]5([C:28]([NH2:30])=[O:29])[CH2:27][CH2:26]5)=[O:24])=[CH:3][C:2]=4[F:1])=[CH:10][CH:11]=[N:12]3)=[CH:17][C:16]=2[O:19][CH3:20])[CH2:51]1. (6) Given the reactants N1C=CC=CC=1.[C:7](Cl)(=[O:9])[CH3:8].[C:11]([NH:15][C:16]([C:18]1[N:22]=[C:21]([C:23]2[CH:28]=[CH:27][C:26]([NH2:29])=[CH:25][N:24]=2)[N:20]([C:30]2[CH:31]=[N:32][C:33]([O:36][CH3:37])=[CH:34][CH:35]=2)[N:19]=1)=[O:17])([CH3:14])([CH3:13])[CH3:12].C(=O)([O-])O.[Na+], predict the reaction product. The product is: [C:11]([NH:15][C:16]([C:18]1[N:22]=[C:21]([C:23]2[CH:28]=[CH:27][C:26]([NH:29][C:7](=[O:9])[CH3:8])=[CH:25][N:24]=2)[N:20]([C:30]2[CH:31]=[N:32][C:33]([O:36][CH3:37])=[CH:34][CH:35]=2)[N:19]=1)=[O:17])([CH3:14])([CH3:13])[CH3:12].